Predict which catalyst facilitates the given reaction. From a dataset of Catalyst prediction with 721,799 reactions and 888 catalyst types from USPTO. (1) Reactant: [C:1]([NH:6][C:7](=[O:12])[O:8][CH:9]([CH3:11])[CH3:10])(=[O:5])/[CH:2]=[CH:3]/[CH3:4].[Br:13][C:14]1[CH:20]=[CH:19][C:17]([NH2:18])=[CH:16][CH:15]=1. Product: [Br:13][C:14]1[CH:20]=[CH:19][C:17]([NH:18][C@@H:3]([CH3:4])[CH2:2][C:1]([NH:6][C:7](=[O:12])[O:8][CH:9]([CH3:11])[CH3:10])=[O:5])=[CH:16][CH:15]=1. The catalyst class is: 11. (2) Reactant: F[B-](F)(F)F.[NH4+].[CH3:7][C:8](O)([CH2:11][CH2:12][C:13]1[C:18]([CH3:20])([CH3:19])[CH2:17][CH2:16][CH2:15][C:14]=1[CH3:21])[C:9]#[CH:10]. Product: [CH3:21][C:14]1[CH2:15][CH2:16][CH2:17][C:18]([CH3:19])([CH3:20])[C:13]=1[CH2:12]/[CH:11]=[C:8](/[CH3:7])\[C:9]#[CH:10]. The catalyst class is: 26.